Predict the reaction yield, written as a fraction of the theoretical maximum amount of product (1.0 means a 100% yield; for example, 0.34 means a 34% yield). From a dataset of Reaction yield outcomes from USPTO patents with 853,638 reactions. (1) The reactants are [CH2:1]([O:3][C:4]([OH:16])=[C:5]1[C:13]2[C:8](=[CH:9][CH:10]=[CH:11][CH:12]=2)[C:7]([C:14]#[N:15])=[CH:6]1)[CH3:2].[Na].C(O)=O. The catalyst is C(O)C.[Pd]. The product is [CH2:1]([O:3][C:4]([CH:5]1[C:13]2[C:8](=[CH:9][CH:10]=[CH:11][CH:12]=2)[CH:7]([C:14]#[N:15])[CH2:6]1)=[O:16])[CH3:2]. The yield is 0.870. (2) The reactants are [NH2:1][C:2]1[N:6]([C:7]2[CH:12]=[CH:11][CH:10]=[CH:9][C:8]=2[CH3:13])[N:5]=[C:4]([CH3:14])[C:3]=1[C:15]#[N:16].[CH:17]1[CH:18]=[CH:19][C:20](P([C:18]2[C:19]([C:18]3[C:19](P([C:18]4[CH:19]=[CH:20]C=[CH:22][CH:17]=4)[C:18]4[CH:19]=[CH:20]C=[CH:22][CH:17]=4)=[CH:20][CH:20]=[C:19]4[C:17]=3[CH:22]=[CH:22][CH:17]=[CH:18]4)=[C:20]3[C:22]([CH:17]=[CH:18][CH:19]=[CH:20]3)=[CH:22][CH:17]=2)[C:18]2[CH:19]=[CH:20]C=[CH:22][CH:17]=2)=C[CH:22]=1.[C:63](=O)([O-])[O-:64].[Cs+].[Cs+].[C:69]([O:72][CH2:73]C)(=[O:71])[CH3:70]. The catalyst is C1(C)C=CC=CC=1.[Pd].[Pd].C(=CC(C=CC1C=CC=CC=1)=O)C1C=CC=CC=1.C(=CC(C=CC1C=CC=CC=1)=O)C1C=CC=CC=1.C(=CC(C=CC1C=CC=CC=1)=O)C1C=CC=CC=1. The product is [CH3:73][O:72][C:69](=[O:71])[C:70]1[CH:20]=[C:19]([O:64][CH3:63])[CH:18]=[CH:17][C:22]=1[NH:1][C:2]1[N:6]([C:7]2[CH:12]=[CH:11][CH:10]=[CH:9][C:8]=2[CH3:13])[N:5]=[C:4]([CH3:14])[C:3]=1[C:15]#[N:16]. The yield is 0.750. (3) The reactants are Cl[CH:2]([C:14]1[CH:19]=[CH:18][CH:17]=[CH:16][CH:15]=1)[C:3]([C:5]1[C:13]2[C:8](=[CH:9][CH:10]=[CH:11][CH:12]=2)[NH:7][CH:6]=1)=[O:4].Cl.[CH3:21][S:22]([C:25]1[CH:26]=[C:27]([CH:29]=[CH:30][CH:31]=1)[NH2:28])(=[O:24])=[O:23].CCN(C(C)C)C(C)C. The catalyst is C(#N)C. The product is [NH:7]1[C:8]2[C:13](=[CH:12][CH:11]=[CH:10][CH:9]=2)[C:5]([C:3](=[O:4])[CH:2]([NH:28][C:27]2[CH:29]=[CH:30][CH:31]=[C:25]([S:22]([CH3:21])(=[O:24])=[O:23])[CH:26]=2)[C:14]2[CH:19]=[CH:18][CH:17]=[CH:16][CH:15]=2)=[CH:6]1. The yield is 0.110. (4) The yield is 0.770. The product is [CH3:1][N:2]1[C:6]([B:16]2[O:20][C:19]([CH3:22])([CH3:21])[C:18]([CH3:24])([CH3:23])[O:17]2)=[CH:5][CH:4]=[N:3]1. The catalyst is C1COCC1.[NH4+].[Cl-]. The reactants are [CH3:1][N:2]1[CH:6]=[CH:5][CH:4]=[N:3]1.[Li]CCCC.C(O[B:16]1[O:20][C:19]([CH3:22])([CH3:21])[C:18]([CH3:24])([CH3:23])[O:17]1)(C)C. (5) The reactants are O1[C:5]2([CH2:10][CH2:9][CH:8]([OH:11])[CH2:7][CH2:6]2)[O:4][CH2:3][CH2:2]1.C(Cl)(=O)[C:13]1[CH:18]=[CH:17]C=[CH:15][CH:14]=1.N1C=CC=CC=1.[O:27]1CCCC1. The catalyst is C(OCC)(=O)C. The product is [C:3]([O:4][CH:5]1[CH2:6][CH2:7][C:8](=[O:11])[CH2:9][CH2:10]1)(=[O:27])[C:2]1[CH:17]=[CH:18][CH:13]=[CH:14][CH:15]=1. The yield is 0.430. (6) The reactants are [CH3:1][C:2]1[CH:3]=[CH:4][CH:5]=[C:6]2[C:10]=1[NH:9][CH:8]=[CH:7]2.[H-].[Na+].[C:13](O[C:13]([O:15][C:16]([CH3:19])([CH3:18])[CH3:17])=[O:14])([O:15][C:16]([CH3:19])([CH3:18])[CH3:17])=[O:14]. The catalyst is C1COCC1.CN(C1C=CN=CC=1)C. The product is [CH3:1][C:2]1[CH:3]=[CH:4][CH:5]=[C:6]2[C:10]=1[N:9]([C:13]([O:15][C:16]([CH3:19])([CH3:18])[CH3:17])=[O:14])[CH:8]=[CH:7]2. The yield is 1.00. (7) The reactants are C[O:2][C:3]([C:5]1[CH:9]=[C:8]([C:10]2[CH:15]=[CH:14][C:13]([O:16][CH2:17][C:18]3[CH:23]=[CH:22][CH:21]=[CH:20][CH:19]=3)=[CH:12][CH:11]=2)[NH:7][N:6]=1)=[O:4].O.[OH-].[Li+:26]. The catalyst is CO.O.C1COCC1. The product is [CH2:17]([O:16][C:13]1[CH:12]=[CH:11][C:10]([C:8]2[NH:7][N:6]=[C:5]([C:3]([O-:4])=[O:2])[CH:9]=2)=[CH:15][CH:14]=1)[C:18]1[CH:23]=[CH:22][CH:21]=[CH:20][CH:19]=1.[Li+:26]. The yield is 0.630. (8) The reactants are [NH2:1][CH2:2][CH:3]1[CH2:6][N:5]([CH:7]([C:14]2[CH:19]=[CH:18][CH:17]=[CH:16][CH:15]=2)[C:8]2[CH:13]=[CH:12][CH:11]=[CH:10][CH:9]=2)[CH2:4]1.[OH-].[Na+].[C:22](O[C:22]([O:24][C:25]([CH3:28])([CH3:27])[CH3:26])=[O:23])([O:24][C:25]([CH3:28])([CH3:27])[CH3:26])=[O:23]. The catalyst is C1COCC1.O. The product is [C:25]([O:24][C:22]([NH:1][CH2:2][CH:3]1[CH2:4][N:5]([CH:7]([C:14]2[CH:19]=[CH:18][CH:17]=[CH:16][CH:15]=2)[C:8]2[CH:13]=[CH:12][CH:11]=[CH:10][CH:9]=2)[CH2:6]1)=[O:23])([CH3:28])([CH3:27])[CH3:26]. The yield is 0.940. (9) The reactants are [NH2:1][C:2]1[CH:7]=[CH:6][C:5]([CH2:8][CH2:9][CH2:10][CH2:11][OH:12])=[CH:4][CH:3]=1.C(=O)(O)[O-].[Na+].[CH3:18][C:19]([O:22][C:23](O[C:23]([O:22][C:19]([CH3:21])([CH3:20])[CH3:18])=[O:24])=[O:24])([CH3:21])[CH3:20]. The catalyst is O1CCCC1.O. The product is [C:23]([C:4]1[CH:3]=[C:2]([NH2:1])[CH:7]=[CH:6][C:5]=1[CH2:8][CH2:9][CH2:10][CH2:11][OH:12])([O:22][C:19]([CH3:21])([CH3:20])[CH3:18])=[O:24]. The yield is 0.790.